From a dataset of Forward reaction prediction with 1.9M reactions from USPTO patents (1976-2016). Predict the product of the given reaction. (1) The product is: [Cl:17][C:4]1[N:3]=[C:2]([C:23]#[C:22][CH2:21][CH2:20][CH2:19][CH2:18][OH:24])[C:7]([NH:8][C:9](=[O:15])[O:10][C:11]([CH3:14])([CH3:13])[CH3:12])=[CH:6][C:5]=1[F:16]. Given the reactants Cl[C:2]1[C:7]([NH:8][C:9](=[O:15])[O:10][C:11]([CH3:14])([CH3:13])[CH3:12])=[CH:6][C:5]([F:16])=[C:4]([Cl:17])[N:3]=1.[CH2:18]([OH:24])[CH2:19][CH2:20][CH2:21][C:22]#[CH:23].C1(N(C)C2CCCCC2)CCCCC1, predict the reaction product. (2) Given the reactants C(OC([NH:11][C@H:12]([C:35]([O:37]C)=[O:36])[CH2:13][CH2:14][P:15]([CH:18]([C:20]1[CH:25]=[C:24]([F:26])[C:23]([O:27][CH2:28][C:29]([O:31]CC)=[O:30])=[C:22]([F:34])[CH:21]=1)[OH:19])(=[O:17])[OH:16])=O)C1C=CC=CC=1, predict the reaction product. The product is: [NH2:11][CH:12]([CH2:13][CH2:14][P:15]([CH:18]([C:20]1[CH:25]=[C:24]([F:26])[C:23]([O:27][CH2:28][C:29]([OH:31])=[O:30])=[C:22]([F:34])[CH:21]=1)[OH:19])([OH:17])=[O:16])[C:35]([OH:37])=[O:36]. (3) Given the reactants Cl.[C:2]1([NH:8][NH2:9])[CH:7]=[CH:6][CH:5]=[CH:4][CH:3]=1.O=C1CCCC1C#N.O=[C:19]([C:23]1[CH:28]=[CH:27][CH:26]=[CH:25][N:24]=1)[CH2:20][C:21]#[N:22], predict the reaction product. The product is: [C:2]1([N:8]2[C:21]([NH2:22])=[CH:20][C:19]([C:23]3[CH:28]=[CH:27][CH:26]=[CH:25][N:24]=3)=[N:9]2)[CH:7]=[CH:6][CH:5]=[CH:4][CH:3]=1. (4) Given the reactants Cl[C:2]1[N:7]=[C:6]([NH:8][CH2:9][C:10]([O:12][CH3:13])=[O:11])[C:5]([N+:14]([O-:16])=[O:15])=[CH:4][CH:3]=1.[NH:17]1[CH:21]=[CH:20][CH:19]=[N:18]1.O, predict the reaction product. The product is: [N+:14]([C:5]1[C:6]([NH:8][CH2:9][C:10]([O:12][CH3:13])=[O:11])=[N:7][C:2]([N:17]2[CH:21]=[CH:20][CH:19]=[N:18]2)=[CH:3][CH:4]=1)([O-:16])=[O:15]. (5) Given the reactants [OH:1][CH:2]([CH3:37])[CH2:3][CH2:4][N:5]1[C:13](=[O:14])[C:12]2[N:11](COCC[Si](C)(C)C)[C:10]([O:23][C:24]3[CH:29]=[CH:28][CH:27]=[C:26]([O:30][C:31]([F:34])([F:33])[F:32])[CH:25]=3)=[N:9][C:8]=2[N:7]([CH3:35])[C:6]1=[O:36].CCCC[N+](CCCC)(CCCC)CCCC.[F-], predict the reaction product. The product is: [OH:1][CH:2]([CH3:37])[CH2:3][CH2:4][N:5]1[C:13](=[O:14])[C:12]2[NH:11][C:10]([O:23][C:24]3[CH:29]=[CH:28][CH:27]=[C:26]([O:30][C:31]([F:33])([F:34])[F:32])[CH:25]=3)=[N:9][C:8]=2[N:7]([CH3:35])[C:6]1=[O:36]. (6) Given the reactants CC[C@@H]1[C@@H]2C[C@H:10]([C@@H:11](OC3C4C(=CC=CC=4)C(O[C@@H:11]([C:12]4C=CN=[C:18]5[C:13]=4[CH:14]=[C:15]([O:22]C)[CH:16]=C5)[C@@H:10]4N5C[C@H](CC)[C@@H](CC5)C4)=NN=3)[C:12]3C=CN=[C:18]4[C:13]=3[CH:14]=[C:15]([O:22]C)[CH:16]=C4)N(CC2)C1.CS(N)(=O)=O.S([O-])([O-])=O.[Na+].[Na+].CC[C@H]1[C@H]2C[C@H]([C@H](OC3C4C(=CC=CC=4)C(O[C@H](C4C=CN=C5C=4C=C(OC)C=C5)[C@@H]4N5C[C@H](CC)[C@@H](CC5)C4)=NN=3)C3C=CN=C4C=3C=C([O:91]C)C=C4)N(CC2)C1.[CH2:128]([Cl:130])Cl, predict the reaction product. The product is: [Cl:130][C:128]1[CH:18]=[C:13]([C:14](=[O:91])[C@H:15]([OH:22])[CH3:16])[CH:12]=[CH:11][CH:10]=1. (7) The product is: [CH:31]1([CH2:32][NH:27][C:2]2[CH:7]=[C:6]([C:8]3[S:9][CH:10]=[C:11]([C:13]4[C:18](=[O:19])[NH:17][C:16]([CH3:20])=[C:15]([C:21]([O:23][CH2:24][CH3:25])=[O:22])[CH:14]=4)[N:12]=3)[CH:5]=[CH:4][N:3]=2)[CH2:30][CH2:34]1. Given the reactants Cl[C:2]1[CH:7]=[C:6]([C:8]2[S:9][CH:10]=[C:11]([C:13]3[C:18](=[O:19])[NH:17][C:16]([CH3:20])=[C:15]([C:21]([O:23][CH2:24][CH3:25])=[O:22])[CH:14]=3)[N:12]=2)[CH:5]=[CH:4][N:3]=1.Cl.[N:27]1[C:32](C)=[CH:31][C:30]([CH3:34])=CC=1C, predict the reaction product. (8) The product is: [NH2:7][CH2:8][CH2:9][NH:10][C:11]([CH:13]1[CH2:14][CH2:15][N:16]([C:19]2[C:28]3[C:23](=[CH:24][N:25]=[CH:26][CH:27]=3)[CH:22]=[C:21]([C:29]3[CH:34]=[CH:33][N:32]=[C:31]([Cl:35])[CH:30]=3)[N:20]=2)[CH2:17][CH2:18]1)=[O:12]. Given the reactants C(OC(=O)[NH:7][CH2:8][CH2:9][NH:10][C:11]([CH:13]1[CH2:18][CH2:17][N:16]([C:19]2[C:28]3[C:23](=[CH:24][N:25]=[CH:26][CH:27]=3)[CH:22]=[C:21]([C:29]3[CH:34]=[CH:33][N:32]=[C:31]([Cl:35])[CH:30]=3)[N:20]=2)[CH2:15][CH2:14]1)=[O:12])(C)(C)C.C(O)(C(F)(F)F)=O, predict the reaction product.